From a dataset of Reaction yield outcomes from USPTO patents with 853,638 reactions. Predict the reaction yield, written as a fraction of the theoretical maximum amount of product (1.0 means a 100% yield; for example, 0.34 means a 34% yield). (1) The reactants are C(Cl)(=O)C(Cl)=O.CN(C=O)C.[C:12]([NH:19]C(=O)[C@@H]1CCCN1)([O:14][C:15]([CH3:18])([CH3:17])[CH3:16])=[O:13].[N:27]1[CH:32]=[CH:31][CH:30]=[CH:29][CH:28]=1. The catalyst is CC#N.CCOC(C)=O. The product is [C:32]([C@@H:31]1[CH2:30][CH2:29][CH2:28][N:19]1[C:12]([O:14][C:15]([CH3:18])([CH3:17])[CH3:16])=[O:13])#[N:27]. The yield is 0.660. (2) The reactants are Cl[C:2]1[N:7]=[C:6]([NH:8][C:9]2[CH:18]=[CH:17][C:12]3[NH:13][C:14](=[O:16])[NH:15][C:11]=3[CH:10]=2)[C:5]([F:19])=[CH:4][N:3]=1.[CH3:20][N:21]1[CH2:26][CH2:25][N:24]([C:27]2[N:32]=[CH:31][C:30]([NH2:33])=[CH:29][CH:28]=2)[CH2:23][CH2:22]1.C(O)(C(F)(F)F)=O. The catalyst is CC(O)C. The product is [NH:13]1[C:12]2[CH:17]=[CH:18][C:9]([NH:8][C:6]3[C:5]([F:19])=[CH:4][N:3]=[C:2]([NH:33][C:30]4[CH:29]=[CH:28][C:27]([N:24]5[CH2:25][CH2:26][N:21]([CH3:20])[CH2:22][CH2:23]5)=[N:32][CH:31]=4)[N:7]=3)=[CH:10][C:11]=2[NH:15][C:14]1=[O:16]. The yield is 0.600. (3) The reactants are [NH2:1][C:2]1[C:7]([C:8]2[N:17]([C:18]3[CH:23]=[CH:22][C:21]([C:24]4([NH:28][C:29](=[O:35])[O:30][C:31]([CH3:34])([CH3:33])[CH3:32])[CH2:27][CH2:26][CH2:25]4)=[CH:20][CH:19]=3)[C:11]3=[N:12][C:13](Cl)=[CH:14][CH:15]=[C:10]3[N:9]=2)=[CH:6][CH:5]=[CH:4][N:3]=1.[CH2:36]([O:43][CH2:44][C@@H:45]1[O:50][CH2:49][CH2:48][N:47]([C:51]2[CH:56]=[CH:55][CH:54]=[C:53](B3OC(C)(C)C(C)(C)O3)[CH:52]=2)[CH2:46]1)[C:37]1[CH:42]=[CH:41][CH:40]=[CH:39][CH:38]=1.[OH-].[Na+]. The catalyst is COCCOC.C(Cl)Cl.CC(P(C(C)(C)C)C1C=CC(N(C)C)=CC=1)(C)C.CC(P(C(C)(C)C)C1C=CC(N(C)C)=CC=1)(C)C.Cl[Pd]Cl. The product is [NH2:1][C:2]1[C:7]([C:8]2[N:17]([C:18]3[CH:23]=[CH:22][C:21]([C:24]4([NH:28][C:29](=[O:35])[O:30][C:31]([CH3:34])([CH3:33])[CH3:32])[CH2:27][CH2:26][CH2:25]4)=[CH:20][CH:19]=3)[C:11]3=[N:12][C:13]([C:55]4[CH:54]=[CH:53][CH:52]=[C:51]([N:47]5[CH2:48][CH2:49][O:50][C@@H:45]([CH2:44][O:43][CH2:36][C:37]6[CH:42]=[CH:41][CH:40]=[CH:39][CH:38]=6)[CH2:46]5)[CH:56]=4)=[CH:14][CH:15]=[C:10]3[N:9]=2)=[CH:6][CH:5]=[CH:4][N:3]=1. The yield is 0.419. (4) The reactants are [OH:1][C:2]1[CH:3]=[C:4]([CH2:8][C:9]([O:11][CH3:12])=[O:10])[CH:5]=[CH:6][CH:7]=1.[Br:13][CH2:14][CH2:15][CH2:16]O.C1(P(C2C=CC=CC=2)C2C=CC=CC=2)C=CC=CC=1.CC(OC(/N=N/C(OC(C)C)=O)=O)C. The catalyst is C1(C)C=CC=CC=1.CCCCCC. The product is [Br:13][CH2:14][CH2:15][CH2:16][O:1][C:2]1[CH:3]=[C:4]([CH2:8][C:9]([O:11][CH3:12])=[O:10])[CH:5]=[CH:6][CH:7]=1. The yield is 0.810. (5) The reactants are C[O:2][C:3](=[O:36])[C@@H:4]([NH:14][C:15]([C:17]1[S:21][C:20]([NH:22][C:23](=[O:34])[CH2:24][C:25]2[CH:33]=[CH:32][CH:31]=[C:30]3[C:26]=2[CH:27]=[N:28][NH:29]3)=[N:19][C:18]=1[CH3:35])=[O:16])[CH2:5][NH:6][C:7]([C:9]1[S:10][CH:11]=[CH:12][CH:13]=1)=[O:8].O.[OH-].[Li+].C1COCC1.Cl. The catalyst is O. The product is [NH:29]1[C:30]2[C:26](=[C:25]([CH2:24][C:23]([NH:22][C:20]3[S:21][C:17]([C:15]([NH:14][C@@H:4]([CH2:5][NH:6][C:7]([C:9]4[S:10][CH:11]=[CH:12][CH:13]=4)=[O:8])[C:3]([OH:36])=[O:2])=[O:16])=[C:18]([CH3:35])[N:19]=3)=[O:34])[CH:33]=[CH:32][CH:31]=2)[CH:27]=[N:28]1. The yield is 0.635. (6) The yield is 0.880. The product is [Cl:1][C:2]1[CH:3]=[CH:4][C:5]([S:8]([N:11]([CH2:25][CH3:26])[C@@H:12]([CH2:17][OH:18])[C:13]([O:15][CH2:16][CH3:19])=[O:14])(=[O:9])=[O:10])=[CH:6][CH:7]=1. The reactants are [Cl:1][C:2]1[CH:7]=[CH:6][C:5]([S:8]([NH:11][C@@H:12]([CH2:17][OH:18])[C:13]([O:15][CH3:16])=[O:14])(=[O:10])=[O:9])=[CH:4][CH:3]=1.[C:19]([O-])([O-])=O.[K+].[K+].[CH2:25](I)[CH3:26]. The catalyst is CN(C=O)C.C(OCC)(=O)C. (7) The reactants are [Cl:1][C:2]1[CH:7]=[C:6]([Cl:8])[C:5]([O:9][CH3:10])=[CH:4][C:3]=1[NH:11][C:12]1[C:17]([C:18]#[N:19])=[CH:16][N:15]=[C:14]2[C:20]([C:23]3[CH:28]=[CH:27][C:26]([CH:29]=O)=[CH:25][CH:24]=3)=[CH:21][S:22][C:13]=12.[CH3:31][NH:32][CH3:33].O1CCCC1.C(O[BH-](OC(=O)C)OC(=O)C)(=O)C.[Na+]. The catalyst is ClCCl.C(O)(=O)C.CN(C)C=O. The product is [Cl:1][C:2]1[CH:7]=[C:6]([Cl:8])[C:5]([O:9][CH3:10])=[CH:4][C:3]=1[NH:11][C:12]1[C:17]([C:18]#[N:19])=[CH:16][N:15]=[C:14]2[C:20]([C:23]3[CH:24]=[CH:25][C:26]([CH2:29][N:32]([CH3:33])[CH3:31])=[CH:27][CH:28]=3)=[CH:21][S:22][C:13]=12. The yield is 0.690.